Dataset: NCI-60 drug combinations with 297,098 pairs across 59 cell lines. Task: Regression. Given two drug SMILES strings and cell line genomic features, predict the synergy score measuring deviation from expected non-interaction effect. (1) Drug 1: CN(C)N=NC1=C(NC=N1)C(=O)N. Drug 2: CCN(CC)CCCC(C)NC1=C2C=C(C=CC2=NC3=C1C=CC(=C3)Cl)OC. Cell line: NCI-H322M. Synergy scores: CSS=13.0, Synergy_ZIP=-2.68, Synergy_Bliss=-7.95, Synergy_Loewe=-25.3, Synergy_HSA=-10.7. (2) Drug 1: C1C(C(OC1N2C=NC3=C(N=C(N=C32)Cl)N)CO)O. Drug 2: C(CC(=O)O)C(=O)CN.Cl. Cell line: SW-620. Synergy scores: CSS=38.7, Synergy_ZIP=-0.210, Synergy_Bliss=-1.05, Synergy_Loewe=-65.5, Synergy_HSA=-2.12.